This data is from Catalyst prediction with 721,799 reactions and 888 catalyst types from USPTO. The task is: Predict which catalyst facilitates the given reaction. (1) Reactant: [Br:1][C:2]([F:21])([F:20])[C:3]([C:9]1[CH:15]=[C:14]([O:16][CH:17]([F:19])[F:18])[C:12]([NH2:13])=[CH:11][CH:10]=1)([F:8])[C:4]([F:7])([F:6])[F:5].[Br:22]N1C(=O)CCC1=O.O.C(=O)([O-])O.[Na+]. Product: [Br:22][C:11]1[CH:10]=[C:9]([C:3]([F:8])([C:4]([F:7])([F:6])[F:5])[C:2]([Br:1])([F:20])[F:21])[CH:15]=[C:14]([O:16][CH:17]([F:18])[F:19])[C:12]=1[NH2:13]. The catalyst class is: 342. (2) Reactant: [CH3:1][O:2][C:3]1[CH:11]=[CH:10][CH:9]=[C:8]([CH2:12][CH2:13][CH2:14][CH2:15][CH2:16][CH2:17][CH2:18][CH2:19][CH2:20][CH2:21][CH2:22][CH2:23][CH2:24][CH2:25][CH3:26])[C:4]=1[C:5](Cl)=[O:6].[NH2:27][C:28]1[CH:29]=[CH:30][C:31]([N+:38]([O-:40])=[O:39])=[C:32]([C:34]([F:37])([F:36])[F:35])[CH:33]=1.C(N(CC)CC)C. Product: [CH3:1][O:2][C:3]1[CH:11]=[CH:10][CH:9]=[C:8]([CH2:12][CH2:13][CH2:14][CH2:15][CH2:16][CH2:17][CH2:18][CH2:19][CH2:20][CH2:21][CH2:22][CH2:23][CH2:24][CH2:25][CH3:26])[C:4]=1[C:5]([NH:27][C:28]1[CH:29]=[CH:30][C:31]([N+:38]([O-:40])=[O:39])=[C:32]([C:34]([F:35])([F:36])[F:37])[CH:33]=1)=[O:6]. The catalyst class is: 4. (3) Reactant: [CH2:1]([Li])CCC.C(NC(C)C)(C)C.[CH3:13][O:14][C:15]([CH:17]1[CH2:21][CH2:20][CH2:19][CH2:18]1)=[O:16].IC.[Cl-].[NH4+]. Product: [CH3:1][C:17]1([C:15]([O:14][CH3:13])=[O:16])[CH2:21][CH2:20][CH2:19][CH2:18]1. The catalyst class is: 7. (4) Reactant: [F:1][C:2]1([C:7]([O:9]CC)=[O:8])[CH2:6][CH2:5][CH2:4][CH2:3]1.[OH-].[Li+]. Product: [F:1][C:2]1([C:7]([OH:9])=[O:8])[CH2:6][CH2:5][CH2:4][CH2:3]1. The catalyst class is: 20. (5) Reactant: [CH:1]1[CH:2]=[C:3]([F:17])[C:4]([CH2:8][N:9]2[N:13]=[N:12][C:11]([C:14](N)=[O:15])=[CH:10]2)=[C:5]([F:7])[CH:6]=1.[F:18][C:19]1[CH:28]=[CH:27][CH:26]=[C:25]([F:29])[C:20]=1[CH2:21][N:22]=[N+:23]=[N-:24].[C:30]([OH:34])(=[O:33])[C:31]#[CH:32]. Product: [F:17][C:3]1[CH:2]=[CH:1][CH:6]=[C:5]([F:7])[C:4]=1[CH2:8][N:9]1[CH:10]=[C:11]([C:14]([OH:33])=[O:15])[N:12]=[N:13]1.[F:18][C:19]1[CH:28]=[CH:27][CH:26]=[C:25]([F:29])[C:20]=1[CH2:21][N:22]1[C:31]([C:30]([OH:34])=[O:33])=[CH:32][N:24]=[N:23]1. The catalyst class is: 11.